This data is from Catalyst prediction with 721,799 reactions and 888 catalyst types from USPTO. The task is: Predict which catalyst facilitates the given reaction. (1) Reactant: [CH2:1]([N:7]1[CH2:12][CH:11]2[CH:9]([C:10]2([CH3:24])[C:13]2[CH:18]=[CH:17][CH:16]=[C:15]([C:19]3[NH:23][CH:22]=[N:21][N:20]=3)[CH:14]=2)[C:8]1=O)[CH2:2][CH2:3][CH2:4][CH2:5][CH3:6].[H-].[Al+3].[Li+].[H-].[H-].[H-].[OH-].[Na+].C(OCC)(=O)C. The catalyst class is: 7. Product: [NH3:7].[CH2:1]([N:7]1[CH2:8][CH:9]2[CH:11]([C:10]2([CH3:24])[C:13]2[CH:18]=[CH:17][CH:16]=[C:15]([C:19]3[NH:23][CH:22]=[N:21][N:20]=3)[CH:14]=2)[CH2:12]1)[CH2:2][CH2:3][CH2:4][CH2:5][CH3:6]. (2) Reactant: C[Si]([N-][Si](C)(C)C)(C)C.[Li+].[C:11]1([C:20]2[CH:25]=[CH:24][CH:23]=[CH:22][CH:21]=2)[CH:16]=[CH:15][C:14]([C:17](=[O:19])[CH3:18])=[CH:13][CH:12]=1.[C:26](OCC)(=[O:32])[C:27]([O:29][CH2:30][CH3:31])=[O:28]. Product: [CH2:30]([O:29][C:27](=[O:28])[C:26](=[O:32])[CH2:18][C:17]([C:14]1[CH:13]=[CH:12][C:11]([C:20]2[CH:21]=[CH:22][CH:23]=[CH:24][CH:25]=2)=[CH:16][CH:15]=1)=[O:19])[CH3:31]. The catalyst class is: 625. (3) Reactant: [F:1][C:2]1[CH:3]=[C:4]([CH:22]=[CH:23][C:24]=1[F:25])[CH2:5][O:6][C:7]1[CH:20]=[C:11]2[N:12]([CH2:16][C:17]([OH:19])=O)[CH2:13][CH2:14][CH2:15][N:10]2[C:9](=[O:21])[N:8]=1.CCN(C(C)C)C(C)C.CN(C(O[N:43]1N=N[C:45]2[CH:46]=CC=N[C:44]1=2)=[N+](C)C)C.F[P-](F)(F)(F)(F)F.C(N)CC. Product: [F:1][C:2]1[CH:3]=[C:4]([CH:22]=[CH:23][C:24]=1[F:25])[CH2:5][O:6][C:7]1[CH:20]=[C:11]2[N:12]([CH2:16][C:17]([NH:43][CH2:44][CH2:45][CH3:46])=[O:19])[CH2:13][CH2:14][CH2:15][N:10]2[C:9](=[O:21])[N:8]=1. The catalyst class is: 7. (4) Reactant: [C:1]([O:5][C:6]([NH:8][CH2:9][C:10]1[CH:11]=[C:12](B(O)O)[CH:13]=[CH:14][CH:15]=1)=[O:7])([CH3:4])([CH3:3])[CH3:2].Cl[C:20]1[N:21]=[N:22][C:23]([C:26]([F:29])([F:28])[F:27])=[CH:24][CH:25]=1.C(=O)([O-])[O-].[K+].[K+].O. Product: [C:1]([O:5][C:6](=[O:7])[NH:8][CH2:9][C:10]1[CH:15]=[CH:14][CH:13]=[C:12]([C:20]2[N:21]=[N:22][C:23]([C:26]([F:29])([F:28])[F:27])=[CH:24][CH:25]=2)[CH:11]=1)([CH3:4])([CH3:3])[CH3:2]. The catalyst class is: 128. (5) Reactant: B([C:4]1[C:12]2[S:11][C:10]([NH:13][C:14](=[O:18])[NH:15][CH2:16][CH3:17])=[N:9][C:8]=2[CH:7]=[C:6]([C:19]2[CH:20]=[N:21][C:22]([N:25]3[CH2:30][CH2:29][C:28]([CH2:34][CH3:35])([C:31]([OH:33])=[O:32])[CH2:27][CH2:26]3)=[N:23][CH:24]=2)[CH:5]=1)(O)O.C(N(CC)CC)C.[NH:43]1[CH2:48][CH2:47][O:46][CH2:45][CH2:44]1. Product: [CH2:34]([C:28]1([C:31]([OH:33])=[O:32])[CH2:29][CH2:30][N:25]([C:22]2[N:21]=[CH:20][C:19]([C:6]3[CH:5]=[C:4]([N:43]4[CH2:48][CH2:47][O:46][CH2:45][CH2:44]4)[C:12]4[S:11][C:10]([NH:13][C:14](=[O:18])[NH:15][CH2:16][CH3:17])=[N:9][C:8]=4[CH:7]=3)=[CH:24][N:23]=2)[CH2:26][CH2:27]1)[CH3:35]. The catalyst class is: 302. (6) Reactant: [NH:1]1[C:9]2[C:4](=[CH:5][CH:6]=[C:7]([C:10]([O:12][CH3:13])=[O:11])[CH:8]=2)[CH:3]=[CH:2]1.[Cl-].[Al+3].[Cl-].[Cl-].[C:18](Cl)(=[O:20])[CH3:19].C(=O)([O-])O.[Na+]. Product: [C:18]([C:3]1[C:4]2[C:9](=[CH:8][C:7]([C:10]([O:12][CH3:13])=[O:11])=[CH:6][CH:5]=2)[NH:1][CH:2]=1)(=[O:20])[CH3:19]. The catalyst class is: 4. (7) Reactant: ClC1C=CC=C(C(OO)=[O:9])C=1.[Cl:12][C:13]1[CH:18]=[CH:17][C:16]([S:19]([CH:21]([C:26]2[CH:31]=[C:30]([F:32])[CH:29]=[CH:28][C:27]=2[F:33])[CH2:22][CH2:23][CH2:24][CH3:25])=[O:20])=[CH:15][CH:14]=1. Product: [Cl:12][C:13]1[CH:14]=[CH:15][C:16]([S:19]([CH:21]([C:26]2[CH:31]=[C:30]([F:32])[CH:29]=[CH:28][C:27]=2[F:33])[CH2:22][CH2:23][CH2:24][CH3:25])(=[O:9])=[O:20])=[CH:17][CH:18]=1. The catalyst class is: 2. (8) Reactant: NC1C(C)=CC(Cl)=CC=1C(O)=O.ClC(OC1C=CC=CC=1)=O.[Cl:23][C:24]1[CH:25]=[C:26]([CH3:43])[C:27]([NH:33][C:34]([O:36]C2C=CC=CC=2)=[O:35])=[C:28]([CH:32]=1)[C:29]([OH:31])=O. Product: [Cl:23][C:24]1[CH:25]=[C:26]([CH3:43])[C:27]2[NH:33][C:34](=[O:35])[O:36][C:29](=[O:31])[C:28]=2[CH:32]=1. The catalyst class is: 11.